From a dataset of Peptide-MHC class II binding affinity with 134,281 pairs from IEDB. Regression. Given a peptide amino acid sequence and an MHC pseudo amino acid sequence, predict their binding affinity value. This is MHC class II binding data. (1) The binding affinity (normalized) is 0.957. The MHC is DRB1_0901 with pseudo-sequence DRB1_0901. The peptide sequence is LVSKLYEVVPGILTE. (2) The peptide sequence is FGYGAKDVRCHARKAVTHIN. The MHC is DRB1_0404 with pseudo-sequence DRB1_0404. The binding affinity (normalized) is 0.141. (3) The peptide sequence is LTILLKATLLAVSGV. The MHC is DRB1_0101 with pseudo-sequence DRB1_0101. The binding affinity (normalized) is 0.394. (4) The peptide sequence is INVGFKAAVAAAASV. The MHC is DRB1_0101 with pseudo-sequence DRB1_0101. The binding affinity (normalized) is 0.998. (5) The peptide sequence is SDTPYRVNRYTKSAH. The MHC is DRB1_0701 with pseudo-sequence DRB1_0701. The binding affinity (normalized) is 0.457. (6) The peptide sequence is RLGKEFIRCLALPFR. The MHC is HLA-DQA10501-DQB10402 with pseudo-sequence HLA-DQA10501-DQB10402. The binding affinity (normalized) is 0.438. (7) The binding affinity (normalized) is 0.0346. The peptide sequence is GAMVATNFFGINTIP. The MHC is DRB1_0401 with pseudo-sequence DRB1_0401. (8) The peptide sequence is LSPILFECLIHPMLG. The MHC is DRB1_0405 with pseudo-sequence DRB1_0405. The binding affinity (normalized) is 0.754.